Dataset: Forward reaction prediction with 1.9M reactions from USPTO patents (1976-2016). Task: Predict the product of the given reaction. (1) Given the reactants C[O:2][C:3]([C:5]1[N:6]([C:10]([CH2:19][C:20]2[CH:25]=[CH:24][C:23]([F:26])=[C:22]([Cl:27])[CH:21]=2)([CH3:18])[C:11](=[O:17])[CH2:12][C:13]([O:15][CH3:16])=[O:14])[CH:7]=[CH:8][CH:9]=1)=O.C[O-].[Na+], predict the reaction product. The product is: [CH3:16][O:15][C:13]([C:12]1[C:11](=[O:17])[C:10]([CH2:19][C:20]2[CH:25]=[CH:24][C:23]([F:26])=[C:22]([Cl:27])[CH:21]=2)([CH3:18])[N:6]2[C:5]([C:3]=1[OH:2])=[CH:9][CH:8]=[CH:7]2)=[O:14]. (2) Given the reactants N#N.[Cl:3][C:4]1[CH:24]=[CH:23][C:7]([C:8]([N:10]2[CH2:15][CH2:14][N:13]([C:16]([O:18][C:19]([CH3:22])([CH3:21])[CH3:20])=[O:17])[CH2:12][CH2:11]2)=O)=[CH:6][C:5]=1[C:25]#[N:26], predict the reaction product. The product is: [NH2:26][CH2:25][C:5]1[CH:6]=[C:7]([CH:23]=[CH:24][C:4]=1[Cl:3])[CH2:8][N:10]1[CH2:15][CH2:14][N:13]([C:16]([O:18][C:19]([CH3:21])([CH3:22])[CH3:20])=[O:17])[CH2:12][CH2:11]1. (3) Given the reactants [CH3:1][C:2]1([CH3:18])[CH2:11][CH2:10][C:9]2[C:4](=[CH:5][CH:6]=[C:7]([CH:12]([O:16][CH3:17])[C:13]([OH:15])=O)[CH:8]=2)[O:3]1.[NH2:19][CH2:20][C:21]1[CH:28]=[CH:27][C:24]([C:25]#[N:26])=[CH:23][CH:22]=1, predict the reaction product. The product is: [C:20]([C:21]1[CH:28]=[CH:27][C:24]([CH2:25][NH:26][C:13](=[O:15])[CH:12]([C:7]2[CH:8]=[C:9]3[C:4](=[CH:5][CH:6]=2)[O:3][C:2]([CH3:1])([CH3:18])[CH2:11][CH2:10]3)[O:16][CH3:17])=[CH:23][CH:22]=1)#[N:19]. (4) Given the reactants [Br:1][C:2]1[CH:7]=[CH:6][C:5]([C:8]2[CH:13]=[CH:12][CH:11]=[CH:10][CH:9]=2)=[CH:4][CH:3]=1.Cl[S:15]([OH:18])(=[O:17])=[O:16], predict the reaction product. The product is: [Br:1][C:2]1[CH:3]=[CH:4][C:5]([C:8]2[CH:13]=[CH:12][C:11]([S:15]([OH:18])(=[O:17])=[O:16])=[CH:10][CH:9]=2)=[CH:6][CH:7]=1. (5) Given the reactants Br.[Br:2][C:3]1[CH:4]=[C:5]([CH2:10]Br)[C:6]([NH2:9])=[N:7][CH:8]=1.Cl.[CH3:13][O:14][C:15](=[O:19])[C@@H:16]([CH3:18])[NH2:17].C(N(CC)CC)C, predict the reaction product. The product is: [NH2:9][C:6]1[C:5]([CH2:10][NH:17][C@H:16]([CH3:18])[C:15]([O:14][CH3:13])=[O:19])=[CH:4][C:3]([Br:2])=[CH:8][N:7]=1. (6) Given the reactants [NH2:1][CH:2]([C:10]1[C:15]([O:16][CH3:17])=[CH:14][CH:13]=[CH:12][C:11]=1[O:18][CH3:19])[CH2:3][CH2:4][CH2:5][C:6]([O:8]C)=O.[F:20][C:21]1[CH:28]=[CH:27][C:24]([CH:25]=O)=[CH:23][C:22]=1[C:29]1[CH:34]=[CH:33][CH:32]=[CH:31][N:30]=1, predict the reaction product. The product is: [CH3:19][O:18][C:11]1[CH:12]=[CH:13][CH:14]=[C:15]([O:16][CH3:17])[C:10]=1[CH:2]1[N:1]([CH2:25][C:24]2[CH:27]=[CH:28][C:21]([F:20])=[C:22]([C:29]3[CH:34]=[CH:33][CH:32]=[CH:31][N:30]=3)[CH:23]=2)[C:6](=[O:8])[CH2:5][CH2:4][CH2:3]1. (7) Given the reactants [CH3:1][N:2]1[C:10]2[C:5](=[CH:6][CH:7]=[CH:8][CH:9]=2)[C:4]([CH:11]=O)=[CH:3]1.[CH3:13][O:14][C:15]1[CH:16]=[C:17]([CH:21]=[CH:22][C:23]=1[O:24][CH3:25])[CH2:18][C:19]#[N:20], predict the reaction product. The product is: [CH3:13][O:14][C:15]1[CH:16]=[C:17](/[C:18](=[CH:11]/[C:4]2[C:5]3[C:10](=[CH:9][CH:8]=[CH:7][CH:6]=3)[N:2]([CH3:1])[CH:3]=2)/[C:19]#[N:20])[CH:21]=[CH:22][C:23]=1[O:24][CH3:25]. (8) The product is: [CH2:11]([N:18]1[CH2:24][CH:23]([CH2:25][O:26][Si:27]([C:30]([CH3:33])([CH3:32])[CH3:31])([CH3:29])[CH3:28])[CH:22]([C:34]2[CH:39]=[CH:38][C:37]([Cl:40])=[C:36]([F:41])[CH:35]=2)[O:21][CH2:20][CH2:19]1)[C:12]1[CH:13]=[CH:14][CH:15]=[CH:16][CH:17]=1. Given the reactants [Cl-].[Al+3].[Cl-].[Cl-].[H-].[Al+3].[Li+].[H-].[H-].[H-].[CH2:11]([N:18]1[CH2:24][CH:23]([CH2:25][O:26][Si:27]([C:30]([CH3:33])([CH3:32])[CH3:31])([CH3:29])[CH3:28])[CH:22]([C:34]2[CH:39]=[CH:38][C:37]([Cl:40])=[C:36]([F:41])[CH:35]=2)[O:21][CH2:20][C:19]1=O)[C:12]1[CH:17]=[CH:16][CH:15]=[CH:14][CH:13]=1.O.O.O.O.C(C(C(C([O-])=O)O)O)([O-])=O.[Na+].[K+], predict the reaction product.